Dataset: Carcinogenicity classification data from Lagunin et al.. Task: Regression/Classification. Given a drug SMILES string, predict its toxicity properties. Task type varies by dataset: regression for continuous values (e.g., LD50, hERG inhibition percentage) or binary classification for toxic/non-toxic outcomes (e.g., AMES mutagenicity, cardiotoxicity, hepatotoxicity). Dataset: carcinogens_lagunin. (1) The compound is COc1ccc2cc1Oc1ccc(cc1)C[C@H]1c3cc(c(OC)cc3CCN1C)Oc1c(OC)c(OC)cc3c1[C@H](C2)N(C)CC3. The result is 0 (non-carcinogenic). (2) The compound is CN[C@@H]1[C@H](O[C@H]2[C@H](O[C@@H]3[C@@H](O)[C@H](O)[C@@H](NC(=N)N)[C@H](O)[C@H]3NC(=N)N)O[C@@H](C)[C@]2(O)CO)O[C@@H](CO)[C@H](O)[C@H]1O. The result is 0 (non-carcinogenic). (3) The result is 0 (non-carcinogenic). The compound is C[C@]12CC(=O)[C@H]3[C@@H](CCC4=CC(=O)CC[C@@]43C)[C@@H]1CCC2=O. (4) The drug is CN/C(=C/[N+](=O)[O-])NCCSCc1csc(CN(C)C)n1. The result is 0 (non-carcinogenic). (5) The compound is C=C[C@H]1CN2CC[C@H]1C[C@@H]2[C@@H](O)c1ccnc2ccccc12. The result is 0 (non-carcinogenic). (6) The molecule is CCN1C[C@]2(C)CC[C@H](OC)[C@@]34C1[C@]1(OCO[C@@]15C[C@H](OC)[C@H]1C[C@]3(O)[C@@H]5[C@H]1OC)[C@@H](OC(C)=O)[C@H]24. The result is 0 (non-carcinogenic). (7) The molecule is O=C(O)[C@H](O)[C@@H](O)[C@H](O[C@@H]1O[C@H](CO)[C@H](O)[C@H](O)[C@H]1O)[C@H](O)CO. The result is 0 (non-carcinogenic). (8) The compound is C[C@H]1CC[C@]2(NC1)O[C@H]1C[C@H]3[C@@H]4CC[C@H]5C[C@@H](O)CC[C@]5(C)[C@H]4CC[C@]3(C)[C@H]1[C@@H]2C. The result is 0 (non-carcinogenic). (9) The compound is N=C1C=CC(=C(c2ccc(N)cc2)c2ccc(N)cc2)C=C1. The result is 1 (carcinogenic).